This data is from Forward reaction prediction with 1.9M reactions from USPTO patents (1976-2016). The task is: Predict the product of the given reaction. The product is: [C:21]([OH:33])(=[O:32])[CH2:22][C:23]([CH2:28][C:29]([OH:31])=[O:30])([C:25]([OH:27])=[O:26])[OH:24].[F:1][C:2]1[CH:7]=[CH:6][C:5]([C:8]2[N:9]([CH:18]([CH3:20])[CH3:19])[N:10]=[C:11]3[C:17]=2[CH2:16][CH2:15][NH:14][CH2:13][CH2:12]3)=[CH:4][CH:3]=1. Given the reactants [F:1][C:2]1[CH:7]=[CH:6][C:5]([C:8]2[N:9]([CH:18]([CH3:20])[CH3:19])[N:10]=[C:11]3[C:17]=2[CH2:16][CH2:15][NH:14][CH2:13][CH2:12]3)=[CH:4][CH:3]=1.[C:21]([OH:33])(=[O:32])[CH2:22][C:23]([CH2:28][C:29]([OH:31])=[O:30])([C:25]([OH:27])=[O:26])[OH:24], predict the reaction product.